Task: Predict the product of the given reaction.. Dataset: Forward reaction prediction with 1.9M reactions from USPTO patents (1976-2016) (1) The product is: [F:24][C:25]1[CH:26]=[C:27]([NH:28][C:4]([C:6]2[NH:7][C:8]3[C:13]([CH:14]=2)=[CH:12][C:11]([N:15]2[CH2:16][CH2:17][N:18]([CH:21]([CH3:23])[CH3:22])[CH2:19][CH2:20]2)=[CH:10][CH:9]=3)=[O:3])[CH:29]=[CH:30][C:31]=1[F:32]. Given the reactants C([O:3][C:4]([C:6]1[NH:7][C:8]2[C:13]([CH:14]=1)=[CH:12][C:11]([N:15]1[CH2:20][CH2:19][N:18]([CH:21]([CH3:23])[CH3:22])[CH2:17][CH2:16]1)=[CH:10][CH:9]=2)=O)C.[F:24][C:25]1[CH:26]=[C:27]([CH:29]=[CH:30][C:31]=1[F:32])[NH2:28], predict the reaction product. (2) Given the reactants [C:1]([Si:5]([CH3:18])([CH3:17])[N:6]1[C:10]2=[N:11][CH:12]=[C:13]([CH:15]=[O:16])[CH:14]=[C:9]2[CH:8]=[CH:7]1)([CH3:4])([CH3:3])[CH3:2].[O-:19]Cl=O.[Na+], predict the reaction product. The product is: [C:1]([Si:5]([CH3:18])([CH3:17])[N:6]1[C:10]2=[N:11][CH:12]=[C:13]([C:15]([OH:19])=[O:16])[CH:14]=[C:9]2[CH:8]=[CH:7]1)([CH3:4])([CH3:3])[CH3:2]. (3) Given the reactants [NH2:1][C:2]1[CH:7]=[CH:6][C:5]([CH2:8][S:9]([NH2:12])(=[O:11])=[O:10])=[CH:4][CH:3]=1.[C:13](O[C:13]([C:15]([F:18])([F:17])[F:16])=[O:14])([C:15]([F:18])([F:17])[F:16])=[O:14], predict the reaction product. The product is: [F:16][C:15]([F:18])([F:17])[C:13]([NH:1][C:2]1[CH:7]=[CH:6][C:5]([CH2:8][S:9](=[O:10])(=[O:11])[NH2:12])=[CH:4][CH:3]=1)=[O:14]. (4) Given the reactants [NH2:1][C:2]1[CH:7]=[CH:6][C:5]([Cl:8])=[CH:4][C:3]=1[C:9]([C:11]1[CH:16]=[CH:15][N:14]=[CH:13][CH:12]=1)=[O:10].[C:17]([C:21]1[CH:26]=[CH:25][C:24]([S:27](Cl)(=[O:29])=[O:28])=[CH:23][CH:22]=1)([CH3:20])([CH3:19])[CH3:18], predict the reaction product. The product is: [C:17]([C:21]1[CH:26]=[CH:25][C:24]([S:27]([NH:1][C:2]2[CH:7]=[CH:6][C:5]([Cl:8])=[CH:4][C:3]=2[C:9]([C:11]2[CH:16]=[CH:15][N:14]=[CH:13][CH:12]=2)=[O:10])(=[O:29])=[O:28])=[CH:23][CH:22]=1)([CH3:20])([CH3:18])[CH3:19]. (5) Given the reactants [BH4-].[Na+].C([O:5][C:6](=O)[CH:7]([NH:11][CH:12]1[CH2:14][CH2:13]1)[CH:8]([CH3:10])[CH3:9])C.II.[H][H], predict the reaction product. The product is: [CH:12]1([NH:11][CH:7]([CH:8]([CH3:10])[CH3:9])[CH2:6][OH:5])[CH2:14][CH2:13]1.